This data is from Reaction yield outcomes from USPTO patents with 853,638 reactions. The task is: Predict the reaction yield, written as a fraction of the theoretical maximum amount of product (1.0 means a 100% yield; for example, 0.34 means a 34% yield). (1) The reactants are [Br:1][C:2]1[CH:3]=[CH:4][C:5]2[CH:6]=CC3[C:13]([C:14]=2[CH:15]=1)=[CH:12][C:11]([S:16]([CH3:19])(=[O:18])=[O:17])=[CH:10][CH:9]=3.[OH2:20].[C:21]([OH:24])(=O)[CH3:22]. No catalyst specified. The product is [Br:1][C:2]1[CH:3]=[CH:4][C:5]2[C:6](=[O:20])[C:21](=[O:24])[C:22]3[C:13]([C:14]=2[CH:15]=1)=[CH:12][C:11]([S:16]([CH3:19])(=[O:18])=[O:17])=[CH:10][CH:9]=3. The yield is 0.570. (2) The reactants are N[N:2]([CH:10]=[NH:11])[C:3](=[O:9])[O:4][C:5]([CH3:8])([CH3:7])[CH3:6].Br[CH2:13][C:14]([C:16]1[CH:21]=[CH:20][CH:19]=[CH:18][C:17]=1[N+:22]([O-:24])=[O:23])=O.O.C[N:27](C)C=O. No catalyst specified. The product is [N+:22]([C:17]1[CH:18]=[CH:19][CH:20]=[CH:21][C:16]=1[C:14]1[N:27]=[C:10]([NH:2][C:3](=[O:9])[O:4][C:5]([CH3:8])([CH3:7])[CH3:6])[NH:11][CH:13]=1)([O-:24])=[O:23]. The yield is 0.360. (3) The reactants are [CH3:1][C:2]1[CH:7]=[CH:6][N:5]=[CH:4][C:3]=1[N:8]1[CH2:12][CH2:11][NH:10][C:9]1=[O:13].Br[C:15]1[CH:20]=[CH:19][CH:18]=[C:17]([Cl:21])[C:16]=1[F:22].N[C@@H]1CCCC[C@H]1N.P([O-])([O-])([O-])=O.[K+].[K+].[K+]. The catalyst is [Cu](I)I.O1CCOCC1. The product is [Cl:21][C:17]1[C:16]([F:22])=[C:15]([N:10]2[CH2:11][CH2:12][N:8]([C:3]3[CH:4]=[N:5][CH:6]=[CH:7][C:2]=3[CH3:1])[C:9]2=[O:13])[CH:20]=[CH:19][CH:18]=1. The yield is 0.000300.